Dataset: Forward reaction prediction with 1.9M reactions from USPTO patents (1976-2016). Task: Predict the product of the given reaction. (1) Given the reactants ClC1C=CC(O[CH:7]2[CH2:10][N:9]([CH2:11][CH2:12][C@H:13]([NH:16][C:17]([NH:19][C:20]3[N:21]([CH3:27])[N:22]=[C:23]([CH2:25][CH3:26])[CH:24]=3)=[O:18])[CH2:14][OH:15])[CH2:8]2)=CC=1.Cl.N[C@@H](CCN1CC([CH2:41][C:42]2[CH:47]=[CH:46][C:45]([F:48])=[CH:44][CH:43]=2)C1)CO, predict the reaction product. The product is: [F:48][C:45]1[CH:46]=[CH:47][C:42]([CH2:41][CH:7]2[CH2:8][N:9]([CH2:11][CH2:12][C@H:13]([NH:16][C:17]([NH:19][C:20]3[N:21]([CH3:27])[N:22]=[C:23]([CH2:25][CH3:26])[CH:24]=3)=[O:18])[CH2:14][OH:15])[CH2:10]2)=[CH:43][CH:44]=1. (2) Given the reactants [CH3:1][O:2][C:3]1[CH:18]=[CH:17][C:6]([C:7]([C:9]2[CH:14]=[CH:13][C:12]([O:15][CH3:16])=[CH:11][CH:10]=2)=[O:8])=[CH:5][CH:4]=1.FC(F)(F)S([O-])(=O)=O.[Bi+3].FC(F)(F)S([O-])(=O)=O.F[C:37](F)(F)S([O-])(=O)=O.[C:44]([O-:47])(O)=O.[Na+], predict the reaction product. The product is: [CH3:16][O:15][C:12]1[CH:13]=[CH:14][C:9]([C:7]([C:6]2[CH:5]=[CH:4][C:3]([O:2][CH3:1])=[CH:18][CH:17]=2)([O:47][CH3:44])[O:8][CH3:37])=[CH:10][CH:11]=1. (3) Given the reactants [Br:1][C:2]1[C:3]([NH:13][C:14]([NH:16]C(OCC)=O)=S)=[N:4][C:5]([C:8]([O:10][CH2:11]C)=[O:9])=[CH:6][CH:7]=1.Cl.NO.C([N:28](C(C)C)CC)(C)C, predict the reaction product. The product is: [CH3:11][O:10][C:8]([C:5]1[N:4]2[N:28]=[C:14]([NH2:16])[N:13]=[C:3]2[C:2]([Br:1])=[CH:7][CH:6]=1)=[O:9]. (4) Given the reactants [C:1]1([N:7]=[C:8]=[O:9])[CH:6]=[CH:5][CH:4]=[CH:3][CH:2]=1.Cl.[NH2:11][C@H:12]([CH:28]([CH3:30])[CH3:29])[C:13]([N:15]1[CH2:20][CH2:19][CH:18]([C:21]2[CH:26]=[CH:25][C:24]([Cl:27])=[CH:23][CH:22]=2)[CH2:17][CH2:16]1)=[O:14].O1CCOCC1, predict the reaction product. The product is: [Cl:27][C:24]1[CH:25]=[CH:26][C:21]([CH:18]2[CH2:17][CH2:16][N:15]([C:13](=[O:14])[C@H:12]([NH:11][C:8]([NH:7][C:1]3[CH:6]=[CH:5][CH:4]=[CH:3][CH:2]=3)=[O:9])[CH:28]([CH3:30])[CH3:29])[CH2:20][CH2:19]2)=[CH:22][CH:23]=1. (5) Given the reactants [CH3:1][N:2]1[C:6]2[N:7]=[C:8]([C:17]3[CH:23]=[CH:22][C:20]([NH2:21])=[CH:19][CH:18]=3)[N:9]=[C:10]([N:11]3[CH2:16][CH2:15][O:14][CH2:13][CH2:12]3)[C:5]=2[CH:4]=[CH:3]1.ClC(Cl)(O[C:28](=[O:34])OC(Cl)(Cl)Cl)Cl.[NH2:36][C:37]1[CH:38]=[N:39][CH:40]=[CH:41][CH:42]=1, predict the reaction product. The product is: [CH3:1][N:2]1[C:6]2[N:7]=[C:8]([C:17]3[CH:23]=[CH:22][C:20]([NH:21][C:28]([NH:36][C:37]4[CH:38]=[N:39][CH:40]=[CH:41][CH:42]=4)=[O:34])=[CH:19][CH:18]=3)[N:9]=[C:10]([N:11]3[CH2:12][CH2:13][O:14][CH2:15][CH2:16]3)[C:5]=2[CH:4]=[CH:3]1. (6) Given the reactants [C:1]([O:5][C:6]([N:8]1[CH2:13][CH2:12][N:11]([S:14]([C:17]2[CH:22]=[CH:21][C:20]([C:23]([F:26])([F:25])[F:24])=[CH:19][CH:18]=2)(=[O:16])=[O:15])[C@@H:10]([C:27]([OH:29])=O)[CH2:9]1)=[O:7])([CH3:4])([CH3:3])[CH3:2].[CH:30]([C:33]1[CH:40]=[CH:39][C:36]([CH2:37][NH2:38])=[CH:35][CH:34]=1)([CH3:32])[CH3:31].O.ON1C2C=CC=CC=2N=N1.Cl.C(N=C=NCCCN(C)C)C, predict the reaction product. The product is: [C:1]([O:5][C:6]([N:8]1[CH2:13][CH2:12][N:11]([S:14]([C:17]2[CH:18]=[CH:19][C:20]([C:23]([F:26])([F:24])[F:25])=[CH:21][CH:22]=2)(=[O:16])=[O:15])[C@@H:10]([C:27](=[O:29])[NH:38][CH2:37][C:36]2[CH:39]=[CH:40][C:33]([CH:30]([CH3:32])[CH3:31])=[CH:34][CH:35]=2)[CH2:9]1)=[O:7])([CH3:3])([CH3:2])[CH3:4].